From a dataset of Reaction yield outcomes from USPTO patents with 853,638 reactions. Predict the reaction yield, written as a fraction of the theoretical maximum amount of product (1.0 means a 100% yield; for example, 0.34 means a 34% yield). The yield is 0.330. The product is [NH:18]1[CH:19]=[N:20][C:16]([C:12]2[CH:11]=[C:10]3[C:15](=[CH:14][CH:13]=2)[NH:7][N:8]=[C:9]3[C:40]2[CH:41]=[C:42]([NH:46][C:47](=[O:56])/[CH:48]=[CH:49]/[C:50]3[CH:51]=[CH:52][CH:53]=[CH:54][CH:55]=3)[CH:43]=[CH:44][CH:45]=2)=[N:17]1. The reactants are O1CCCCC1[N:7]1[C:15]2[C:10](=[CH:11][C:12]([C:16]3[N:20]=[CH:19][N:18](C(C4C=CC=CC=4)(C4C=CC=CC=4)C4C=CC=CC=4)[N:17]=3)=[CH:13][CH:14]=2)[C:9]([C:40]2[CH:41]=[C:42]([NH:46][C:47](=[O:56])/[CH:48]=[CH:49]/[C:50]3[CH:55]=[CH:54][CH:53]=[CH:52][CH:51]=3)[CH:43]=[CH:44][CH:45]=2)=[N:8]1. The catalyst is Cl.O1CCOCC1.